This data is from Forward reaction prediction with 1.9M reactions from USPTO patents (1976-2016). The task is: Predict the product of the given reaction. (1) Given the reactants Cl.CNOC.F[P-](F)(F)(F)(F)F.N1(OC(N(C)C)=[N+](C)C)[C:17]2C=CC=[CH:21][C:16]=2N=N1.F[B-](F)(F)F.N1(OC(N(C)C)=[N+](C)C)[C:39]2C=CC=C[C:38]=2N=N1.Cl.[CH3:53]N(C)CCCN=C=NCC.[C:64](#[N:66])[CH3:65], predict the reaction product. The product is: [CH:64]([N:66]([CH:16]([CH3:21])[CH3:17])[CH2:38][CH3:39])([CH3:53])[CH3:65]. (2) Given the reactants C([O:8][C:9]1[CH:10]=[CH:11][C:12]2[C:13]3[N:21]([CH2:22][C:23]([NH:26][C:27]([NH:29][CH:30]([CH3:32])[CH3:31])=[O:28])([CH3:25])[CH3:24])[C:20]([CH2:33][O:34][CH2:35][CH3:36])=[N:19][C:14]=3[CH:15]=[N:16][C:17]=2[CH:18]=1)C1C=CC=CC=1, predict the reaction product. The product is: [CH2:35]([O:34][CH2:33][C:20]1[N:21]([CH2:22][C:23]([NH:26][C:27]([NH:29][CH:30]([CH3:31])[CH3:32])=[O:28])([CH3:25])[CH3:24])[C:13]2[C:12]3[CH:11]=[CH:10][C:9]([OH:8])=[CH:18][C:17]=3[N:16]=[CH:15][C:14]=2[N:19]=1)[CH3:36].